From a dataset of hERG Central: cardiac toxicity at 1µM, 10µM, and general inhibition. Predict hERG channel inhibition at various concentrations. (1) The compound is CCOC(=O)N1CCC(N2CCCC(C(=O)c3cc(F)ccc3OC)C2)CC1. Results: hERG_inhib (hERG inhibition (general)): blocker. (2) The compound is CCOc1ccc(C2=CSC3=NCCN23)cc1[N+](=O)[O-]. Results: hERG_inhib (hERG inhibition (general)): blocker. (3) The molecule is CC(COc1ccccc1Cc1ccccc1)N1CCCCC1.O=P(O)(O)O. Results: hERG_inhib (hERG inhibition (general)): blocker.